This data is from Forward reaction prediction with 1.9M reactions from USPTO patents (1976-2016). The task is: Predict the product of the given reaction. (1) Given the reactants [N:1]([CH:4]([C:17]1[S:21][C:20]([C:22]2[CH:27]=[CH:26][CH:25]=[CH:24][CH:23]=2)=[N:19][CH:18]=1)[CH2:5][CH2:6][CH2:7][CH2:8][CH2:9][C:10]1([CH2:15][CH3:16])[O:14][CH2:13][CH2:12][O:11]1)=[N+]=[N-].[N-]=[N+]=[N-], predict the reaction product. The product is: [CH2:15]([C:10]1([CH2:9][CH2:8][CH2:7][CH2:6][CH2:5][CH:4]([NH2:1])[C:17]2[S:21][C:20]([C:22]3[CH:27]=[CH:26][CH:25]=[CH:24][CH:23]=3)=[N:19][CH:18]=2)[O:11][CH2:12][CH2:13][O:14]1)[CH3:16]. (2) Given the reactants Br[C:2]1[NH:3][C:4]2[C:5]3[C:6]=1[CH2:7][NH:8][C:9](=[O:14])[C:10]=3[CH:11]=[CH:12][CH:13]=2.[C:15]1(B(O)O)[CH:20]=[CH:19][CH:18]=[CH:17][CH:16]=1.C([O-])([O-])=O.[Na+].[Na+].[Li+].[Cl-], predict the reaction product. The product is: [C:15]1([N:3]2[C:4]3[C:5]4[C:6]([CH2:7][NH:8][C:9](=[O:14])[C:10]=4[CH:11]=[CH:12][CH:13]=3)=[CH:2]2)[CH:20]=[CH:19][CH:18]=[CH:17][CH:16]=1.